Regression. Given two drug SMILES strings and cell line genomic features, predict the synergy score measuring deviation from expected non-interaction effect. From a dataset of NCI-60 drug combinations with 297,098 pairs across 59 cell lines. (1) Drug 1: C1C(C(OC1N2C=C(C(=O)NC2=O)F)CO)O. Drug 2: CC1CCC2CC(C(=CC=CC=CC(CC(C(=O)C(C(C(=CC(C(=O)CC(OC(=O)C3CCCCN3C(=O)C(=O)C1(O2)O)C(C)CC4CCC(C(C4)OC)OCCO)C)C)O)OC)C)C)C)OC. Cell line: SW-620. Synergy scores: CSS=19.7, Synergy_ZIP=-7.52, Synergy_Bliss=1.21, Synergy_Loewe=-8.42, Synergy_HSA=-0.256. (2) Drug 1: COC1=C(C=C2C(=C1)N=CN=C2NC3=CC(=C(C=C3)F)Cl)OCCCN4CCOCC4. Drug 2: COC1=NC(=NC2=C1N=CN2C3C(C(C(O3)CO)O)O)N. Cell line: A549. Synergy scores: CSS=27.2, Synergy_ZIP=4.30, Synergy_Bliss=5.99, Synergy_Loewe=-7.18, Synergy_HSA=4.39. (3) Drug 1: CC(C)NC(=O)C1=CC=C(C=C1)CNNC.Cl. Drug 2: C1C(C(OC1N2C=NC3=C2NC=NCC3O)CO)O. Cell line: M14. Synergy scores: CSS=-2.11, Synergy_ZIP=-0.937, Synergy_Bliss=-4.62, Synergy_Loewe=-4.53, Synergy_HSA=-6.81. (4) Drug 1: CC1=C(C=C(C=C1)NC2=NC=CC(=N2)N(C)C3=CC4=NN(C(=C4C=C3)C)C)S(=O)(=O)N.Cl. Drug 2: CC12CCC3C(C1CCC2=O)CC(=C)C4=CC(=O)C=CC34C. Cell line: NCI/ADR-RES. Synergy scores: CSS=22.9, Synergy_ZIP=1.06, Synergy_Bliss=1.10, Synergy_Loewe=-22.3, Synergy_HSA=0.192. (5) Drug 1: C1=CN(C(=O)N=C1N)C2C(C(C(O2)CO)O)O.Cl. Drug 2: C1=NC2=C(N=C(N=C2N1C3C(C(C(O3)CO)O)O)F)N. Cell line: COLO 205. Synergy scores: CSS=54.9, Synergy_ZIP=0.578, Synergy_Bliss=0.297, Synergy_Loewe=-4.26, Synergy_HSA=4.61. (6) Drug 1: CNC(=O)C1=CC=CC=C1SC2=CC3=C(C=C2)C(=NN3)C=CC4=CC=CC=N4. Drug 2: C1C(C(OC1N2C=NC3=C(N=C(N=C32)Cl)N)CO)O. Cell line: MDA-MB-435. Synergy scores: CSS=6.79, Synergy_ZIP=-0.271, Synergy_Bliss=5.18, Synergy_Loewe=1.66, Synergy_HSA=2.15. (7) Drug 1: CN1C(=O)N2C=NC(=C2N=N1)C(=O)N. Drug 2: C1=CC=C(C=C1)NC(=O)CCCCCCC(=O)NO. Cell line: NCI/ADR-RES. Synergy scores: CSS=55.8, Synergy_ZIP=-6.47, Synergy_Bliss=-8.96, Synergy_Loewe=-10.6, Synergy_HSA=-4.09. (8) Drug 1: CCC1=C2CN3C(=CC4=C(C3=O)COC(=O)C4(CC)O)C2=NC5=C1C=C(C=C5)O. Drug 2: CC12CCC3C(C1CCC2O)C(CC4=C3C=CC(=C4)O)CCCCCCCCCS(=O)CCCC(C(F)(F)F)(F)F. Cell line: CCRF-CEM. Synergy scores: CSS=9.27, Synergy_ZIP=6.82, Synergy_Bliss=9.36, Synergy_Loewe=-17.2, Synergy_HSA=3.55.